This data is from Full USPTO retrosynthesis dataset with 1.9M reactions from patents (1976-2016). The task is: Predict the reactants needed to synthesize the given product. (1) Given the product [OH:25][CH2:24][C:23]([NH:22][C:19]([C:14]1[CH:15]=[N:16][CH:17]=[CH:18][N:13]=1)=[O:21])([CH3:27])[CH3:26], predict the reactants needed to synthesize it. The reactants are: CCN=C=NCCCN(C)C.Cl.[N:13]1[CH:18]=[CH:17][N:16]=[CH:15][C:14]=1[C:19]([OH:21])=O.[NH2:22][C:23]([CH3:27])([CH3:26])[CH2:24][OH:25].C1C=CC2N(O)N=NC=2C=1. (2) Given the product [CH2:16]([N:6]1[C:7]2[CH:8]=[CH:9][C:10]([C:25]3[CH:26]=[CH:27][C:22]([O:21][CH3:20])=[CH:23][CH:24]=3)=[CH:11][C:12]=2[C:13]2[C:5]1=[CH:4][CH:3]=[C:2]([C:25]1[CH:26]=[CH:27][C:22]([O:21][CH3:20])=[CH:23][CH:24]=1)[CH:14]=2)[CH2:17][CH2:18][CH3:19], predict the reactants needed to synthesize it. The reactants are: Br[C:2]1[CH:3]=[CH:4][C:5]2[N:6]([CH2:16][CH2:17][CH2:18][CH3:19])[C:7]3[C:12]([C:13]=2[CH:14]=1)=[CH:11][C:10](Br)=[CH:9][CH:8]=3.[CH3:20][O:21][C:22]1[CH:27]=[CH:26][C:25](B(O)O)=[CH:24][CH:23]=1. (3) Given the product [Cl:24][C:25]1[CH:33]=[CH:32][CH:31]=[CH:30][C:26]=1[C:27]([N:11]([C:5]1[CH:6]=[CH:7][C:8]([O:9][CH3:10])=[C:3]([O:2][CH3:1])[CH:4]=1)[C:12]1[S:13][C:14]2[CH:20]=[C:19]([N+:21]([O-:23])=[O:22])[CH:18]=[CH:17][C:15]=2[N:16]=1)=[O:28], predict the reactants needed to synthesize it. The reactants are: [CH3:1][O:2][C:3]1[CH:4]=[C:5]([NH:11][C:12]2[S:13][C:14]3[CH:20]=[C:19]([N+:21]([O-:23])=[O:22])[CH:18]=[CH:17][C:15]=3[N:16]=2)[CH:6]=[CH:7][C:8]=1[O:9][CH3:10].[Cl:24][C:25]1[CH:33]=[CH:32][CH:31]=[CH:30][C:26]=1[C:27](Cl)=[O:28]. (4) Given the product [CH3:7][C:8]1([CH2:9][CH2:10][CH2:11][C@H:6]([CH3:16])[CH2:1][OH:4])[O:17][CH2:24][CH2:18][O:5]1, predict the reactants needed to synthesize it. The reactants are: [CH2:1]([OH:4])CO.[OH2:5].[C:6]1([CH3:16])[CH:11]=[CH:10][C:9](S(O)(=O)=O)=[CH:8][CH:7]=1.[OH2:17].[C:18]1([CH3:24])C=CC=CC=1. (5) The reactants are: [NH2:1][C:2]1[C:3]2[C:10](I)=[CH:9][N:8]([C@@H:12]3[CH2:15][C@H:14]([CH2:16][OH:17])[CH2:13]3)[C:4]=2[N:5]=[CH:6][N:7]=1.CC1(C)C(C)(C)OB([C:26]2[CH:27]=[C:28]([CH:37]=[CH:38][CH:39]=2)[O:29][CH2:30][C@H:31]2[CH2:36][CH2:35][CH2:34][CH2:33][O:32]2)O1.C(=O)([O-])[O-].[Na+].[Na+].O. Given the product [NH2:1][C:2]1[C:3]2[C:10]([C:26]3[CH:39]=[CH:38][CH:37]=[C:28]([O:29][CH2:30][C@H:31]4[CH2:36][CH2:35][CH2:34][CH2:33][O:32]4)[CH:27]=3)=[CH:9][N:8]([C@@H:12]3[CH2:15][C@H:14]([CH2:16][OH:17])[CH2:13]3)[C:4]=2[N:5]=[CH:6][N:7]=1, predict the reactants needed to synthesize it. (6) Given the product [Br:8][C:4]1[N:3]=[C:2]([C:15]([OH:16])([CH3:17])[CH3:14])[CH:7]=[CH:6][CH:5]=1, predict the reactants needed to synthesize it. The reactants are: Br[C:2]1[CH:7]=[CH:6][CH:5]=[C:4]([Br:8])[N:3]=1.[Li]CCCC.[CH3:14][C:15]([CH3:17])=[O:16].